Dataset: Catalyst prediction with 721,799 reactions and 888 catalyst types from USPTO. Task: Predict which catalyst facilitates the given reaction. (1) Reactant: Br[C:2]1[CH:3]=[C:4]2[C:9](=[N:10][CH:11]=1)[NH:8][CH2:7][CH2:6][CH:5]2[OH:12].[CH3:13][N:14]1[CH2:19][CH2:18][N:17]([C:20]2[CH:25]=[CH:24][C:23](B3OC(C)(C)C(C)(C)O3)=[CH:22][N:21]=2)[CH2:16][CH2:15]1.[NH4+].[OH-].C(Cl)Cl. Product: [CH3:13][N:14]1[CH2:15][CH2:16][N:17]([C:20]2[N:21]=[CH:22][C:23]([C:2]3[CH:3]=[C:4]4[C:9](=[N:10][CH:11]=3)[NH:8][CH2:7][CH2:6][CH:5]4[OH:12])=[CH:24][CH:25]=2)[CH2:18][CH2:19]1. The catalyst class is: 5. (2) Reactant: C(O)(C(F)(F)F)=O.C([O:12][C:13](=[O:38])[CH2:14][N:15]1[CH:19]=[C:18]([C:20]2[CH:25]=[C:24]([CH3:26])[CH:23]=[C:22]([NH:27][C:28]3[CH:33]=[C:32]([C:34]([F:37])([F:36])[F:35])[CH:31]=[CH:30][N:29]=3)[N:21]=2)[CH:17]=[N:16]1)(C)(C)C.P([O-])([O-])([O-])=O. Product: [CH3:26][C:24]1[CH:23]=[C:22]([NH:27][C:28]2[CH:33]=[C:32]([C:34]([F:35])([F:36])[F:37])[CH:31]=[CH:30][N:29]=2)[N:21]=[C:20]([C:18]2[CH:17]=[N:16][N:15]([CH2:14][C:13]([OH:38])=[O:12])[CH:19]=2)[CH:25]=1. The catalyst class is: 2. (3) Reactant: [F:1][C:2]([F:18])([F:17])[C:3]1[CH:8]=[CH:7][C:6]([C:9]2[CH:14]=[CH:13][CH:12]=[C:11]([CH2:15][NH2:16])[CH:10]=2)=[CH:5][CH:4]=1.[CH:19]([N:22]([CH2:32][C:33](O)=[O:34])[S:23]([C:26]1[CH:30]=[CH:29][N:28]([CH3:31])[N:27]=1)(=[O:25])=[O:24])([CH3:21])[CH3:20].CN(C(ON1N=NC2C=CC=NC1=2)=[N+](C)C)C.F[P-](F)(F)(F)(F)F.CCN(C(C)C)C(C)C.OS([O-])(=O)=O.[K+]. Product: [CH:19]([N:22]([CH2:32][C:33]([NH:16][CH2:15][C:11]1[CH:10]=[C:9]([C:6]2[CH:5]=[CH:4][C:3]([C:2]([F:17])([F:18])[F:1])=[CH:8][CH:7]=2)[CH:14]=[CH:13][CH:12]=1)=[O:34])[S:23]([C:26]1[CH:30]=[CH:29][N:28]([CH3:31])[N:27]=1)(=[O:24])=[O:25])([CH3:21])[CH3:20]. The catalyst class is: 2. (4) Reactant: [I:1][C:2]1[CH:7]=[CH:6][N:5]=[C:4]2[CH:8]=[N:9][NH:10][C:3]=12.[H-].[Na+].Cl[CH2:14][C:15]1[CH:20]=[CH:19][C:18]([O:21][CH3:22])=[CH:17][CH:16]=1. Product: [I:1][C:2]1[CH:7]=[CH:6][N:5]=[C:4]2[CH:8]=[N:9][N:10]([CH2:14][C:15]3[CH:20]=[CH:19][C:18]([O:21][CH3:22])=[CH:17][CH:16]=3)[C:3]=12.[I:1][C:2]1[C:3]2[C:4](=[CH:8][N:9]([CH2:14][C:15]3[CH:20]=[CH:19][C:18]([O:21][CH3:22])=[CH:17][CH:16]=3)[N:10]=2)[N:5]=[CH:6][CH:7]=1. The catalyst class is: 3. (5) Reactant: Cl.[NH2:2][OH:3].C([O-])(=O)C.[Na+].[F:9][C:10]1[CH:15]=[CH:14][CH:13]=[CH:12][C:11]=1[C:16](=O)[CH2:17][O:18][CH:19]([CH:24]=[CH2:25])[C:20]([F:23])([F:22])[F:21]. Product: [F:9][C:10]1[CH:15]=[CH:14][CH:13]=[CH:12][C:11]=1[C:16](=[N:2][OH:3])[CH2:17][O:18][CH:19]([CH:24]=[CH2:25])[C:20]([F:23])([F:22])[F:21]. The catalyst class is: 5. (6) The catalyst class is: 387. Product: [NH:1]1[C:9]2[C:4](=[CH:5][CH:6]=[C:7](/[CH:10]=[CH:11]/[C:12]3[NH:40][N:39]=[C:14](/[CH:15]=[CH:16]/[C:17]4[CH:22]=[CH:21][C:20]([O:23][CH2:24][CH2:25][N:26]5[CH2:31][CH2:30][O:29][CH2:28][CH2:27]5)=[CH:19][CH:18]=4)[CH:13]=3)[CH:8]=2)[CH:3]=[CH:2]1. Reactant: [NH:1]1[C:9]2[C:4](=[CH:5][CH:6]=[C:7](/[CH:10]=[CH:11]/[C:12](=O)[CH2:13][C:14](=O)/[CH:15]=[CH:16]/[C:17]3[CH:22]=[CH:21][C:20]([O:23][CH2:24][CH2:25][N:26]4[CH2:31][CH2:30][O:29][CH2:28][CH2:27]4)=[CH:19][CH:18]=3)[CH:8]=2)[CH:3]=[CH:2]1.CC(O)=O.O.[NH2:39][NH2:40].C([O-])([O-])=O.[K+].[K+]. (7) Reactant: O[CH2:2][C:3]1[CH:4]=[C:5]2[C:10](=[C:11]([C:13]([NH2:15])=[O:14])[CH:12]=1)[N:9]=[CH:8][N:7]=[C:6]2[NH:16][CH2:17][C:18]1[CH:23]=[CH:22][CH:21]=[C:20]([NH:24][C:25](=[O:34])[C:26]2[CH:31]=[CH:30][C:29]([O:32][CH3:33])=[CH:28][CH:27]=2)[CH:19]=1.CS(Cl)(=O)=O.[CH3:40][NH2:41]. Product: [CH3:33][O:32][C:29]1[CH:30]=[CH:31][C:26]([C:25]([NH:24][C:20]2[CH:19]=[C:18]([CH:23]=[CH:22][CH:21]=2)[CH2:17][NH:16][C:6]2[C:5]3[C:10](=[C:11]([C:13]([NH2:15])=[O:14])[CH:12]=[C:3]([CH2:2][NH:41][CH3:40])[CH:4]=3)[N:9]=[CH:8][N:7]=2)=[O:34])=[CH:27][CH:28]=1. The catalyst class is: 57. (8) Reactant: Br[C:2]1[CH:7]=[CH:6][CH:5]=[CH:4][C:3]=1[S:8][CH3:9].[Li]CCCC.[B:15](OC(C)C)([O:20]C(C)C)[O:16]C(C)C. Product: [CH3:9][S:8][C:3]1[CH:4]=[CH:5][CH:6]=[CH:7][C:2]=1[B:15]([OH:20])[OH:16]. The catalyst class is: 1. (9) Reactant: [O:1]1[CH2:6][CH2:5][CH:4]([C:7]2[CH:19]=[CH:18][C:10]([CH2:11][C@@H:12]([C:14]([O:16][CH3:17])=[O:15])[NH2:13])=[CH:9][CH:8]=2)[CH2:3][CH2:2]1.C(N(CC)CC)C.[Cl:27][C:28]1[CH:36]=[CH:35][CH:34]=[C:33]([Cl:37])[C:29]=1[C:30](Cl)=[O:31].O. Product: [Cl:27][C:28]1[CH:36]=[CH:35][CH:34]=[C:33]([Cl:37])[C:29]=1[C:30]([NH:13][C@H:12]([C:14]([O:16][CH3:17])=[O:15])[CH2:11][C:10]1[CH:18]=[CH:19][C:7]([CH:4]2[CH2:5][CH2:6][O:1][CH2:2][CH2:3]2)=[CH:8][CH:9]=1)=[O:31]. The catalyst class is: 2. (10) Reactant: Br[C:2]1[CH:7]=[CH:6][C:5]([NH:8][C:9](=[O:15])[CH:10]([CH2:13][CH3:14])[CH2:11][CH3:12])=[C:4]([F:16])[CH:3]=1.[CH2:17]([NH:19][C:20](=[O:34])[CH:21]([C:28]1[CH:33]=[CH:32][CH:31]=[CH:30][CH:29]=1)[N:22]1[CH2:27][CH2:26][NH:25][CH2:24][CH2:23]1)[CH3:18].C1(P(C2CCCCC2)C2C=CC=CC=2C2C=CC=CC=2)CCCCC1.CC(C)([O-])C.[Na+]. Product: [CH2:11]([CH:10]([CH2:13][CH3:14])[C:9]([NH:8][C:5]1[CH:6]=[CH:7][C:2]([N:25]2[CH2:24][CH2:23][N:22]([CH:21]([C:20](=[O:34])[NH:19][CH2:17][CH3:18])[C:28]3[CH:33]=[CH:32][CH:31]=[CH:30][CH:29]=3)[CH2:27][CH2:26]2)=[CH:3][C:4]=1[F:16])=[O:15])[CH3:12]. The catalyst class is: 101.